Dataset: Reaction yield outcomes from USPTO patents with 853,638 reactions. Task: Predict the reaction yield, written as a fraction of the theoretical maximum amount of product (1.0 means a 100% yield; for example, 0.34 means a 34% yield). The reactants are [Cl:1][C:2]1[CH:3]=[C:4]([C@@H:10]([CH2:25][CH:26]2[CH2:29][CH2:28][CH2:27]2)[C:11](N([C@H](C)[C@H](O)C2C=CC=CC=2)C)=[O:12])[CH:5]=[CH:6][C:7]=1[S:8][CH3:9].S(=O)(=O)(O)[OH:31]. The catalyst is O1CCOCC1.O. The product is [Cl:1][C:2]1[CH:3]=[C:4]([C@@H:10]([CH2:25][CH:26]2[CH2:29][CH2:28][CH2:27]2)[C:11]([OH:12])=[O:31])[CH:5]=[CH:6][C:7]=1[S:8][CH3:9]. The yield is 0.710.